This data is from Reaction yield outcomes from USPTO patents with 853,638 reactions. The task is: Predict the reaction yield, written as a fraction of the theoretical maximum amount of product (1.0 means a 100% yield; for example, 0.34 means a 34% yield). (1) The reactants are [NH:1]1[CH2:6][CH2:5][O:4][CH2:3][CH2:2]1.Cl[C:8]1[C:12]([C:13]([N:15]([O:17][CH3:18])[CH3:16])=[O:14])=[CH:11][N:10]([CH2:19][C:20]2[CH:25]=[CH:24][C:23]([O:26][CH3:27])=[CH:22][CH:21]=2)[N:9]=1.CCOC(C)=O. The catalyst is CN1C(=O)CCC1. The product is [CH3:18][O:17][N:15]([CH3:16])[C:13]([C:12]1[C:8]([N:1]2[CH2:6][CH2:5][O:4][CH2:3][CH2:2]2)=[N:9][N:10]([CH2:19][C:20]2[CH:25]=[CH:24][C:23]([O:26][CH3:27])=[CH:22][CH:21]=2)[CH:11]=1)=[O:14]. The yield is 0.490. (2) The reactants are [Cl:1][C:2]1[CH:31]=[CH:30][C:5]2[N:6](S(=O)(=O)N(C)C)[C:7]([C:9]3([C:22]#[N:23])[CH2:14][CH2:13][N:12](C(OC(C)(C)C)=O)[CH2:11][CH2:10]3)=[N:8][C:4]=2[CH:3]=1.Cl.CC(O)C. The catalyst is C(#N)C. The product is [Cl:1][C:2]1[CH:31]=[CH:30][C:5]2[NH:6][C:7]([C:9]3([C:22]#[N:23])[CH2:14][CH2:13][NH:12][CH2:11][CH2:10]3)=[N:8][C:4]=2[CH:3]=1. The yield is 1.16. (3) The reactants are Cl[C:2]1[C:7]([N+:8]([O-:10])=[O:9])=[CH:6][N:5]=[C:4]2[CH:11]=[CH:12][S:13][C:3]=12.FC(F)(F)C(O)=O.[NH2:21][C@H:22]1[CH2:26][CH2:25][C@@H:24]([C:27]([O:29][CH2:30][CH3:31])=[O:28])[CH2:23]1.C(N(CC)C(C)C)(C)C. The catalyst is C(O)(C)C. The product is [N+:8]([C:7]1[C:2]([NH:21][C@H:22]2[CH2:26][CH2:25][C@@H:24]([C:27]([O:29][CH2:30][CH3:31])=[O:28])[CH2:23]2)=[C:3]2[S:13][CH:12]=[CH:11][C:4]2=[N:5][CH:6]=1)([O-:10])=[O:9]. The yield is 0.550. (4) The reactants are Cl.[CH:2]1([NH:5][C:6]2[N:11]3[N:12]=[CH:13][CH:14]=[C:10]3[N:9]=[C:8]([NH:15][C:16]3[CH:23]=[CH:22][C:19]([C:20]#[N:21])=[CH:18][CH:17]=3)[CH:7]=2)[CH2:4][CH2:3]1.O=P(Cl)(Cl)Cl.CN([CH:32]=[O:33])C. No catalyst specified. The product is [CH:2]1([NH:5][C:6]2[N:11]3[N:12]=[CH:13][C:14]([CH:32]=[O:33])=[C:10]3[N:9]=[C:8]([NH:15][C:16]3[CH:23]=[CH:22][C:19]([C:20]#[N:21])=[CH:18][CH:17]=3)[CH:7]=2)[CH2:4][CH2:3]1. The yield is 0.640. (5) The reactants are [F:1][C:2]1[CH:7]=[CH:6][CH:5]=[CH:4][C:3]=1[N:8]1[C:16]2[C:11](=[C:12]([N:17]3[CH2:21][CH2:20][NH:19][C:18]3=[O:22])[CH:13]=[CH:14][CH:15]=2)[CH:10]=[N:9]1.[H-].[Na+].Br[CH2:26][C:27]([N:29]1[CH2:33][CH2:32][CH2:31][CH2:30]1)=[O:28]. The catalyst is CN(C)C=O. The product is [F:1][C:2]1[CH:7]=[CH:6][CH:5]=[CH:4][C:3]=1[N:8]1[C:16]2[C:11](=[C:12]([N:17]3[CH2:21][CH2:20][N:19]([CH2:26][C:27](=[O:28])[N:29]4[CH2:33][CH2:32][CH2:31][CH2:30]4)[C:18]3=[O:22])[CH:13]=[CH:14][CH:15]=2)[CH:10]=[N:9]1. The yield is 0.760.